Task: Predict which catalyst facilitates the given reaction.. Dataset: Catalyst prediction with 721,799 reactions and 888 catalyst types from USPTO (1) Reactant: O[CH2:2][CH2:3][CH2:4][CH2:5][CH2:6][N:7]1[C:16]2[C:11]([C:12](=[O:18])[NH:13][C:14](=[O:17])[N:15]=2)=[N:10][C:9]2[CH:19]=[C:20]([CH3:24])[C:21]([CH3:23])=[CH:22][C:8]1=2.C(Br)(Br)(Br)[Br:26].C1(P(C2C=CC=CC=2)C2C=CC=CC=2)C=CC=CC=1. Product: [Br:26][CH2:2][CH2:3][CH2:4][CH2:5][CH2:6][N:7]1[C:16]2[C:11]([C:12](=[O:18])[NH:13][C:14](=[O:17])[N:15]=2)=[N:10][C:9]2[CH:19]=[C:20]([CH3:24])[C:21]([CH3:23])=[CH:22][C:8]1=2. The catalyst class is: 3. (2) Reactant: [Cl:1][C:2]1[CH:3]=[C:4]([C:16]2[N:17]=[C:18]([CH:29]3[CH2:31][CH2:30]3)[O:19][C:20]=2[C:21]2[CH:26]=[CH:25][N:24]=[C:23]([S:27][CH3:28])[N:22]=2)[C:5]([F:15])=[C:6]([NH:8]C(=O)C(C)(C)C)[CH:7]=1.OS(O)(=O)=O. Product: [Cl:1][C:2]1[CH:3]=[C:4]([C:16]2[N:17]=[C:18]([CH:29]3[CH2:30][CH2:31]3)[O:19][C:20]=2[C:21]2[CH:26]=[CH:25][N:24]=[C:23]([S:27][CH3:28])[N:22]=2)[C:5]([F:15])=[C:6]([CH:7]=1)[NH2:8]. The catalyst class is: 14. (3) Reactant: [N+:1]([C:4]1[CH:12]=[CH:11][C:7]([C:8]([OH:10])=O)=[CH:6][CH:5]=1)([O-:3])=[O:2].CN(C(ON1N=NC2C=CC=NC1=2)=[N+](C)C)C.F[P-](F)(F)(F)(F)F.CCN(C(C)C)C(C)C.[C:46]([C:49]1[CH:54]=[CH:53][C:52]([CH2:55][CH:56]([NH2:60])[C:57]([OH:59])=[O:58])=[CH:51][C:50]=1[NH2:61])(=[O:48])[CH3:47]. Product: [C:46]([C:49]1[CH:54]=[CH:53][C:52]([CH2:55][CH:56]([NH:60][C:8](=[O:10])[C:7]2[CH:6]=[CH:5][C:4]([N+:1]([O-:3])=[O:2])=[CH:12][CH:11]=2)[C:57]([OH:59])=[O:58])=[CH:51][C:50]=1[NH2:61])(=[O:48])[CH3:47]. The catalyst class is: 3. (4) Reactant: [O:1]1[C:5]([C:6]2[CH:11]=[CH:10][C:9]([NH:12][C:13]3[N:14]=[C:15]([NH:30][CH2:31][CH:32]4[CH2:37][CH2:36][O:35][CH2:34][CH2:33]4)[C:16]4[CH2:22][N:21](C(OC(C)(C)C)=O)[CH2:20][CH2:19][C:17]=4[N:18]=3)=[CH:8][CH:7]=2)=[CH:4][N:3]=[CH:2]1.Cl. Product: [O:1]1[C:5]([C:6]2[CH:7]=[CH:8][C:9]([NH:12][C:13]3[N:14]=[C:15]([NH:30][CH2:31][CH:32]4[CH2:33][CH2:34][O:35][CH2:36][CH2:37]4)[C:16]4[CH2:22][NH:21][CH2:20][CH2:19][C:17]=4[N:18]=3)=[CH:10][CH:11]=2)=[CH:4][N:3]=[CH:2]1. The catalyst class is: 5.